This data is from Peptide-MHC class II binding affinity with 134,281 pairs from IEDB. The task is: Regression. Given a peptide amino acid sequence and an MHC pseudo amino acid sequence, predict their binding affinity value. This is MHC class II binding data. The peptide sequence is YDCFLANVSTVLTGK. The MHC is DRB1_1001 with pseudo-sequence DRB1_1001. The binding affinity (normalized) is 0.692.